Dataset: Full USPTO retrosynthesis dataset with 1.9M reactions from patents (1976-2016). Task: Predict the reactants needed to synthesize the given product. (1) Given the product [CH3:10][N:5]([CH2:6][CH2:7][CH2:8][NH:9][C:13]1[C:22](=[O:23])[C:17]2[N:18]=[C:19]([CH3:21])[S:20][C:16]=2[C:15](=[O:24])[CH:14]=1)[CH2:4][CH2:3][CH2:2][NH:1][C:13]1[C:22](=[O:23])[C:17]2[N:18]=[C:19]([CH3:21])[S:20][C:16]=2[C:15](=[O:24])[CH:14]=1, predict the reactants needed to synthesize it. The reactants are: [NH2:1][CH2:2][CH2:3][CH2:4][N:5]([CH3:10])[CH2:6][CH2:7][CH2:8][NH2:9].CO[C:13]1[C:22](=[O:23])[C:17]2[N:18]=[C:19]([CH3:21])[S:20][C:16]=2[C:15](=[O:24])[CH:14]=1. (2) Given the product [Si:1]([O:8][CH2:9][C:10]1[N:11]=[C:12]([C:27]2([OH:30])[CH2:28][CH2:29][O:24][CH2:25][CH2:26]2)[S:13][C:14]=1[C:15]([F:16])([F:17])[F:18])([C:4]([CH3:7])([CH3:5])[CH3:6])([CH3:3])[CH3:2], predict the reactants needed to synthesize it. The reactants are: [Si:1]([O:8][CH2:9][C:10]1[N:11]=[CH:12][S:13][C:14]=1[C:15]([F:18])([F:17])[F:16])([C:4]([CH3:7])([CH3:6])[CH3:5])([CH3:3])[CH3:2].C([Li])CCC.[O:24]1[CH2:29][CH2:28][C:27](=[O:30])[CH2:26][CH2:25]1. (3) The reactants are: [CH3:1][S:2](Cl)(=[O:4])=[O:3].[CH2:6]([NH:13][CH2:14][CH2:15][OH:16])[C:7]1[CH:12]=[CH:11][CH:10]=[CH:9][CH:8]=1.C(N(CC)CC)C. Given the product [CH2:6]([N:13]([S:2]([CH3:1])(=[O:4])=[O:3])[CH2:14][CH2:15][O:16][S:2]([CH3:1])(=[O:4])=[O:3])[C:7]1[CH:12]=[CH:11][CH:10]=[CH:9][CH:8]=1, predict the reactants needed to synthesize it. (4) Given the product [C:25]([N:22]1[CH2:23][CH2:24][CH:19]([C:10]2[C:9]3[C:13](=[C:14]([C:16]([NH2:18])=[O:17])[CH:15]=[C:7]([C:1]4[CH:2]=[CH:3][CH:4]=[CH:5][CH:6]=4)[CH:8]=3)[NH:12][CH:11]=2)[CH2:20][CH2:21]1)(=[O:27])[CH3:26], predict the reactants needed to synthesize it. The reactants are: [C:1]1([C:7]2[CH:8]=[C:9]3[C:13](=[C:14]([C:16]([NH2:18])=[O:17])[CH:15]=2)[NH:12][CH:11]=[C:10]3[CH:19]2[CH2:24][CH2:23][NH:22][CH2:21][CH2:20]2)[CH:6]=[CH:5][CH:4]=[CH:3][CH:2]=1.[C:25](Cl)(=[O:27])[CH3:26]. (5) The reactants are: C[O:2][C:3](=[O:30])[C:4]1[CH:9]=[CH:8][C:7]([C:10]2[C:15]([C:16]#[C:17][C:18]3[CH:19]=[N:20][C:21]([NH:24][CH3:25])=[CH:22][CH:23]=3)=[C:14]([CH2:26][CH3:27])[N:13]=[C:12]([NH2:28])[N:11]=2)=[CH:6][C:5]=1[F:29]. Given the product [NH2:28][C:12]1[N:11]=[C:10]([C:7]2[CH:8]=[CH:9][C:4]([C:3]([OH:30])=[O:2])=[C:5]([F:29])[CH:6]=2)[C:15]([C:16]#[C:17][C:18]2[CH:19]=[N:20][C:21]([NH:24][CH3:25])=[CH:22][CH:23]=2)=[C:14]([CH2:26][CH3:27])[N:13]=1, predict the reactants needed to synthesize it. (6) Given the product [CH3:1][N:2]1[CH2:25][CH2:24][C:5]2[N:6]([CH2:14][C:15]([C:18]3[CH:19]=[CH:20][N:21]=[CH:22][CH:23]=3)([OH:16])[CH2:17][N:27]([CH3:28])[CH3:26])[C:7]3[CH:8]=[CH:9][C:10]([CH3:13])=[CH:11][C:12]=3[C:4]=2[CH2:3]1, predict the reactants needed to synthesize it. The reactants are: [CH3:1][N:2]1[CH2:25][CH2:24][C:5]2[N:6]([CH2:14][C:15]3([C:18]4[CH:23]=[CH:22][N:21]=[CH:20][CH:19]=4)[CH2:17][O:16]3)[C:7]3[CH:8]=[CH:9][C:10]([CH3:13])=[CH:11][C:12]=3[C:4]=2[CH2:3]1.[CH3:26][NH:27][CH3:28]. (7) The reactants are: [CH3:1][N:2]([CH3:21])[C:3]1[CH:20]=[CH:19][C:6]([C:7]([NH:9][C:10]2[CH:11]=[C:12]3[C:16](=[CH:17][CH:18]=2)[NH:15][N:14]=[CH:13]3)=[O:8])=[CH:5][CH:4]=1.[NH:22]1[C:30]2[C:25](=[CH:26][C:27](N)=[CH:28][CH:29]=2)C=N1.OC1C2N=NNC=2C=CC=1.C(N(CC)CC)C.CN(C)C1C=CC(C(O)=O)=CC=1.C(Cl)CCl. Given the product [NH2:22][C:30]1[CH:25]=[CH:26][C:27]([N:15]2[C:16]3[C:12](=[CH:11][C:10]([NH:9][C:7](=[O:8])[C:6]4[CH:5]=[CH:4][C:3]([N:2]([CH3:21])[CH3:1])=[CH:20][CH:19]=4)=[CH:18][CH:17]=3)[CH:13]=[N:14]2)=[CH:28][CH:29]=1, predict the reactants needed to synthesize it. (8) Given the product [Br:13][CH2:1][CH2:2][CH2:3][CH2:4][CH2:5][CH2:6][CH2:7][CH2:8][CH2:9][CH2:10][OH:11], predict the reactants needed to synthesize it. The reactants are: [CH2:1](O)[CH2:2][CH2:3][CH2:4][CH2:5][CH2:6][CH2:7][CH2:8][CH2:9][CH2:10][OH:11].[BrH:13].